Dataset: Peptide-MHC class II binding affinity with 134,281 pairs from IEDB. Task: Regression. Given a peptide amino acid sequence and an MHC pseudo amino acid sequence, predict their binding affinity value. This is MHC class II binding data. (1) The peptide sequence is FTLGRDGHEKPMNVQ. The binding affinity (normalized) is 0. The MHC is HLA-DQA10201-DQB10303 with pseudo-sequence HLA-DQA10201-DQB10303. (2) The peptide sequence is KECPFSNRVWNSFQI. The MHC is DRB1_0405 with pseudo-sequence DRB1_0405. The binding affinity (normalized) is 0.266. (3) The peptide sequence is FHVRGARRSGDVLWD. The MHC is HLA-DQA10102-DQB10501 with pseudo-sequence HLA-DQA10102-DQB10501. The binding affinity (normalized) is 0.289.